This data is from Catalyst prediction with 721,799 reactions and 888 catalyst types from USPTO. The task is: Predict which catalyst facilitates the given reaction. (1) Reactant: [F:8][C:7]([F:10])([F:9])[C:6](O[C:6](=[O:11])[C:7]([F:10])([F:9])[F:8])=[O:11].[NH2:14][C:15]1[C:24]([F:25])=[C:23]([F:26])[C:22]([O:27][CH3:28])=[C:21]2[C:16]=1[C:17](=[O:35])[C:18]([C:32]([OH:34])=[O:33])=[CH:19][N:20]2[CH:29]1[CH2:31][CH2:30]1. Product: [CH:29]1([N:20]2[C:21]3[C:16](=[C:15]([NH:14][C:6](=[O:11])[C:7]([F:8])([F:9])[F:10])[C:24]([F:25])=[C:23]([F:26])[C:22]=3[O:27][CH3:28])[C:17](=[O:35])[C:18]([C:32]([OH:34])=[O:33])=[CH:19]2)[CH2:30][CH2:31]1. The catalyst class is: 55. (2) Reactant: Br[C:2]1[C:11]2[C:6](=[CH:7][CH:8]=[CH:9][CH:10]=2)[C:5](=[O:12])[N:4]([C:13]2[CH:18]=[CH:17][C:16]([Cl:19])=[CH:15][CH:14]=2)[N:3]=1.[C:20]([N:24]1[C:28]([NH2:29])=[CH:27][C:26]([CH3:30])=[N:25]1)([CH3:23])([CH3:22])[CH3:21].C(=O)([O-])[O-].[Cs+].[Cs+].C1(P(C2C=CC=CC=2)C2C3OC4C(=CC=CC=4P(C4C=CC=CC=4)C4C=CC=CC=4)C(C)(C)C=3C=CC=2)C=CC=CC=1. Product: [C:20]([N:24]1[C:28]([NH:29][C:2]2[C:11]3[C:6](=[CH:7][CH:8]=[CH:9][CH:10]=3)[C:5](=[O:12])[N:4]([C:13]3[CH:18]=[CH:17][C:16]([Cl:19])=[CH:15][CH:14]=3)[N:3]=2)=[CH:27][C:26]([CH3:30])=[N:25]1)([CH3:23])([CH3:22])[CH3:21]. The catalyst class is: 62. (3) Reactant: [F:1][C:2]1[C:7]([F:8])=[CH:6][CH:5]=[CH:4][C:3]=1[C:9]1[N:31]=[C:12]2[CH:13]=[N:14][N:15]([CH2:17][C:18]3[O:22][N:21]=[C:20]([C:23]4[CH:30]=[CH:29][C:26]([C:27]#[N:28])=[CH:25][CH:24]=4)[CH:19]=3)[CH:16]=[C:11]2[N:10]=1.[N-:32]=[N+:33]=[N-:34].[Na+].[Cl-].[NH4+]. Product: [F:1][C:2]1[C:7]([F:8])=[CH:6][CH:5]=[CH:4][C:3]=1[C:9]1[N:31]=[C:12]2[CH:13]=[N:14][N:15]([CH2:17][C:18]3[O:22][N:21]=[C:20]([C:23]4[CH:30]=[CH:29][C:26]([C:27]5[NH:34][N:33]=[N:32][N:28]=5)=[CH:25][CH:24]=4)[CH:19]=3)[CH:16]=[C:11]2[N:10]=1. The catalyst class is: 3. (4) Reactant: [OH:1][CH2:2][C:3]1[CH:4]=[C:5]([C:9]2[C:14]([CH3:15])=[CH:13][C:12]([OH:16])=[CH:11][C:10]=2[CH3:17])[CH:6]=[CH:7][CH:8]=1.[CH2:18]([S:20][CH2:21][CH2:22]Cl)[CH3:19].C(=O)([O-])[O-].[K+].[K+].[I-].[K+]. Product: [CH2:18]([S:20][CH2:21][CH2:22][O:16][C:12]1[CH:11]=[C:10]([CH3:17])[C:9]([C:5]2[CH:6]=[CH:7][CH:8]=[C:3]([CH2:2][OH:1])[CH:4]=2)=[C:14]([CH3:15])[CH:13]=1)[CH3:19]. The catalyst class is: 35. (5) Reactant: [Si]([O:8][CH2:9][CH2:10][C:11]1[N:12]([C:20]2[CH:25]=[CH:24][C:23]([O:26][CH2:27][CH2:28][CH2:29][N:30]3[CH2:34][CH2:33][CH2:32][CH2:31]3)=[CH:22][CH:21]=2)[C:13]2[C:18]([CH:19]=1)=[CH:17][CH:16]=[CH:15][CH:14]=2)(C(C)(C)C)(C)C.[F-].C([N+](CCCC)(CCCC)CCCC)CCC. Product: [N:30]1([CH2:29][CH2:28][CH2:27][O:26][C:23]2[CH:22]=[CH:21][C:20]([N:12]3[C:13]4[C:18](=[CH:17][CH:16]=[CH:15][CH:14]=4)[CH:19]=[C:11]3[CH2:10][CH2:9][OH:8])=[CH:25][CH:24]=2)[CH2:34][CH2:33][CH2:32][CH2:31]1. The catalyst class is: 7. (6) Reactant: [N:1]1([CH2:7][C:8]2[CH:13]=[CH:12][C:11]([N:14]3[CH2:19][CH2:18][O:17][CH2:16][CH2:15]3)=[CH:10][C:9]=2[C:20]([F:23])([F:22])[F:21])[CH2:6][CH2:5][NH:4][CH2:3][CH2:2]1.[C:24](=O)([O:33]N1C(=O)CCC1=O)[O:25][N:26]1[C:30](=[O:31])[CH2:29][CH2:28][C:27]1=[O:32].C(N(CC)CC)C. Product: [N:14]1([C:11]2[CH:12]=[CH:13][C:8]([CH2:7][N:1]3[CH2:6][CH2:5][N:4]([C:24]([O:25][N:26]4[C:30](=[O:31])[CH2:29][CH2:28][C:27]4=[O:32])=[O:33])[CH2:3][CH2:2]3)=[C:9]([C:20]([F:23])([F:22])[F:21])[CH:10]=2)[CH2:19][CH2:18][O:17][CH2:16][CH2:15]1. The catalyst class is: 23. (7) Reactant: [NH2:1][C:2]1[C:7]([C:8]2[N:37]([C:38]3[CH:43]=[CH:42][C:41]([C:44]4([NH:48][C:49](=[O:55])[O:50][C:51]([CH3:54])([CH3:53])[CH3:52])[CH2:47][CH2:46][CH2:45]4)=[CH:40][CH:39]=3)[C:11]3=[N:12][C:13]([C:16]4[CH:21]=[CH:20][CH:19]=[C:18]([N:22]5[CH2:27][CH2:26][O:25][C@@H:24]([CH2:28][O:29]CC6C=CC=CC=6)[CH2:23]5)[CH:17]=4)=[CH:14][CH:15]=[C:10]3[N:9]=2)=[CH:6][CH:5]=[CH:4][N:3]=1. Product: [NH2:1][C:2]1[C:7]([C:8]2[N:37]([C:38]3[CH:43]=[CH:42][C:41]([C:44]4([NH:48][C:49](=[O:55])[O:50][C:51]([CH3:53])([CH3:52])[CH3:54])[CH2:45][CH2:46][CH2:47]4)=[CH:40][CH:39]=3)[C:11]3=[N:12][C:13]([C:16]4[CH:21]=[CH:20][CH:19]=[C:18]([N:22]5[CH2:27][CH2:26][O:25][C@@H:24]([CH2:28][OH:29])[CH2:23]5)[CH:17]=4)=[CH:14][CH:15]=[C:10]3[N:9]=2)=[CH:6][CH:5]=[CH:4][N:3]=1. The catalyst class is: 19.